From a dataset of Forward reaction prediction with 1.9M reactions from USPTO patents (1976-2016). Predict the product of the given reaction. (1) Given the reactants [CH2:1]([N:3]1[C:7]([C:8]2[CH:9]=[C:10]([C:13]([O:15][CH3:16])=[O:14])[S:11][CH:12]=2)=[CH:6][CH:5]=[N:4]1)[CH3:2].C1C(=O)N([Br:24])C(=O)C1, predict the reaction product. The product is: [Br:24][C:6]1[CH:5]=[N:4][N:3]([CH2:1][CH3:2])[C:7]=1[C:8]1[CH:9]=[C:10]([C:13]([O:15][CH3:16])=[O:14])[S:11][CH:12]=1. (2) Given the reactants [C:1]([O:5][C:6]([NH:8][C@@H:9]([CH2:13][C:14]1[CH:19]=[CH:18][C:17]([O:20][CH2:21][CH2:22][CH2:23][CH:24]2[CH2:29][CH2:28][N:27]([C:30]3[O:34][N:33]=[C:32]([CH:35]([CH3:37])[CH3:36])[N:31]=3)[CH2:26][CH2:25]2)=[CH:16][CH:15]=1)[C:10](O)=[O:11])=[O:7])([CH3:4])([CH3:3])[CH3:2].C1C=CC2N(O)N=NC=2C=1.O.CCN=C=NCCCN(C)C.CCN(C(C)C)C(C)C.[S:69]1[CH2:73][CH2:72][NH:71][CH2:70]1, predict the reaction product. The product is: [C:1]([O:5][C:6](=[O:7])[NH:8][C@@H:9]([CH2:13][C:14]1[CH:19]=[CH:18][C:17]([O:20][CH2:21][CH2:22][CH2:23][CH:24]2[CH2:25][CH2:26][N:27]([C:30]3[O:34][N:33]=[C:32]([CH:35]([CH3:36])[CH3:37])[N:31]=3)[CH2:28][CH2:29]2)=[CH:16][CH:15]=1)[C:10](=[O:11])[N:71]1[CH2:72][CH2:73][S:69][CH2:70]1)([CH3:4])([CH3:3])[CH3:2]. (3) Given the reactants [Cl:1][C:2]1[CH:3]=[C:4]([O:11][CH3:12])[C:5]([OH:10])=[C:6]([CH:9]=1)[CH:7]=[O:8].[CH3:13]N(C=O)C.C(=O)([O-])[O-].[K+].[K+].COS(OC)(=O)=O, predict the reaction product. The product is: [Cl:1][C:2]1[CH:3]=[C:4]([O:11][CH3:12])[C:5]([O:10][CH3:13])=[C:6]([CH:9]=1)[CH:7]=[O:8]. (4) Given the reactants [CH2:1]([O:3][C:4]([CH:6]1[CH2:11][CH2:10][NH:9][CH2:8][CH2:7]1)=[O:5])[CH3:2].Br[C:13]1[CH:14]=[CH:15][C:16]([C:19]#[N:20])=[N:17][CH:18]=1.C1(C)C=CC=CC=1.CC([O-])(C)C.[Na+], predict the reaction product. The product is: [CH2:1]([O:3][C:4]([CH:6]1[CH2:11][CH2:10][N:9]([C:13]2[CH:18]=[N:17][C:16]([C:19]#[N:20])=[CH:15][CH:14]=2)[CH2:8][CH2:7]1)=[O:5])[CH3:2].